The task is: Predict the reaction yield, written as a fraction of the theoretical maximum amount of product (1.0 means a 100% yield; for example, 0.34 means a 34% yield).. This data is from Reaction yield outcomes from USPTO patents with 853,638 reactions. The reactants are [F:1][C:2]1[CH:7]=[CH:6][CH:5]=[C:4]([F:8])[C:3]=1[C:9]1[S:10][CH:11]=[C:12]([C:14]([O:16]CC)=[O:15])[N:13]=1.[Li+].[OH-].Cl. The catalyst is C1COCC1.CO. The product is [F:8][C:4]1[CH:5]=[CH:6][CH:7]=[C:2]([F:1])[C:3]=1[C:9]1[S:10][CH:11]=[C:12]([C:14]([OH:16])=[O:15])[N:13]=1. The yield is 0.880.